From a dataset of Experimentally validated miRNA-target interactions with 360,000+ pairs, plus equal number of negative samples. Binary Classification. Given a miRNA mature sequence and a target amino acid sequence, predict their likelihood of interaction. (1) The miRNA is hsa-miR-4649-5p with sequence UGGGCGAGGGGUGGGCUCUCAGAG. The protein sequence of the target gene is MNQENPPPYPGPGPTAPYPPYPPQPMGPGPMGGPYPPPQGYPYQGYPQYGWQGGPQEPPKTTVYVVEDQRRDELGPSTCLTACWTALCCCCLWDMLT. Result: 0 (no interaction). (2) The miRNA is hsa-miR-4306 with sequence UGGAGAGAAAGGCAGUA. The protein sequence of the target gene is MKTKNRPPRRRAPVQDTEATPGEGTPDGSLPNPGPEPAKGLRSRPARAAARAPGEGRRRRPGPSGPGGRRDSSIQRRLESNERERQRMHKLNNAFQALREVIPHVRADKKLSKIETLTLAKNYIKSLTATILTMSSSRLPGLEGPGPKLYQHYQQQQQVAGGALGATEAQPQGHLQRYSTQIHSFREGT. Result: 1 (interaction). (3) The miRNA is mmu-miR-324-3p with sequence CCACUGCCCCAGGUGCUGCU. The protein sequence of the target gene is MATRGTVTDFPGFDGRADAEVLRKAMKGLGTDEDSILNLLTSRSNAQRQEIAQEFKTLFGRDLVDDLKSELTGKFEKLIVAMMKPSRLYDAYELKHALKGAGTDEKVLTEIIASRTPEELSAIKQVYEEEYGSNLEDDVVGDTSGYYQRMLVVLLQANRDPDTAIDDAQVELDAQALFQAGELKWGTDEEKFITIFGTRSVSHLRRVFDKYMTISGFQIEETIDRETSGNLEQLLLAVVKSIRSIPAYLAETLYYAMKGAGTDDHTLIRVVVSRSEIDLFNIRKEFRKNFATSLYSMIKG.... Result: 1 (interaction). (4) The miRNA is cfa-miR-421 with sequence AUCAACAGACAUUAAUUGGGCG. The protein sequence of the target gene is MEGTPPGAAPSSALAAVLKHSSALPPESAQVQGYDFNRGVDYHALLDAYRTTGFQATNFGRAVQQVNAMIEKKLEPLAVDEDHHADLTQSRRPLTGCTIFLGYTSNLISSGIRETIRYLVQHNMVDVLVTTAGGVEEDLIKCLAPTYLGEFSLRGKELRESGINRIGNLLVPNDNYCKFEDWLMPILDQMVLEQNTEGVKWTPSKMISRLGKEINNPDSVYYWAHKNHIPVLSPALTDGSLGDMIFFHSYKNPGLVLDIVEDLRLINTQAIFAKRSGMIILGGGVVKHHIANANLMRNGA.... Result: 0 (no interaction).